This data is from NCI-60 drug combinations with 297,098 pairs across 59 cell lines. The task is: Regression. Given two drug SMILES strings and cell line genomic features, predict the synergy score measuring deviation from expected non-interaction effect. Synergy scores: CSS=7.95, Synergy_ZIP=9.73, Synergy_Bliss=10.3, Synergy_Loewe=2.82, Synergy_HSA=3.01. Drug 1: CN1CCC(CC1)COC2=C(C=C3C(=C2)N=CN=C3NC4=C(C=C(C=C4)Br)F)OC. Cell line: HL-60(TB). Drug 2: C1CNP(=O)(OC1)N(CCCl)CCCl.